Dataset: Reaction yield outcomes from USPTO patents with 853,638 reactions. Task: Predict the reaction yield, written as a fraction of the theoretical maximum amount of product (1.0 means a 100% yield; for example, 0.34 means a 34% yield). The reactants are [Br:1][C:2]1[CH:14]=[N:13][C:12]2[C:11]3[CH:10]=[CH:9][C:8]([C:15]([O:17][CH3:18])=[O:16])=[CH:7][C:6]=3[NH:5][C:4]=2[CH:3]=1.[F:19][C:20]1[CH:25]=[CH:24][C:23]([F:26])=[CH:22][C:21]=1[CH:27]([CH:29]1[CH2:34][CH2:33][O:32][CH2:31][CH2:30]1)O.C1(P(C2C=CC=CC=2)C2C=CC=CC=2)C=CC=CC=1.CC(OC(/N=N/C(OC(C)C)=O)=O)C. The catalyst is C(Cl)Cl. The product is [Br:1][C:2]1[CH:14]=[N:13][C:12]2[C:11]3[CH:10]=[CH:9][C:8]([C:15]([O:17][CH3:18])=[O:16])=[CH:7][C:6]=3[N:5]([CH:27]([C:21]3[CH:22]=[C:23]([F:26])[CH:24]=[CH:25][C:20]=3[F:19])[CH:29]3[CH2:30][CH2:31][O:32][CH2:33][CH2:34]3)[C:4]=2[CH:3]=1. The yield is 0.370.